The task is: Predict the reactants needed to synthesize the given product.. This data is from Full USPTO retrosynthesis dataset with 1.9M reactions from patents (1976-2016). (1) Given the product [CH:1]([N:14]1[CH2:15][CH2:16][N:17]([CH2:20][CH:21]2[O:25][C:24](=[O:26])[N:23]([CH2:27][CH:28]3[CH2:33][CH2:32][O:43][CH2:30][CH2:29]3)[CH2:22]2)[CH2:18][CH2:19]1)([C:2]1[CH:3]=[CH:4][CH:5]=[CH:6][CH:7]=1)[C:8]1[CH:9]=[CH:10][CH:11]=[CH:12][CH:13]=1, predict the reactants needed to synthesize it. The reactants are: [CH:1]([N:14]1[CH2:19][CH2:18][N:17]([CH2:20][CH:21]2[O:25][C:24](=[O:26])[N:23]([CH2:27][C:28]3[CH:33]=[CH:32]C(F)=[CH:30][CH:29]=3)[CH2:22]2)[CH2:16][CH2:15]1)([C:8]1[CH:13]=[CH:12][CH:11]=[CH:10][CH:9]=1)[C:2]1[CH:7]=[CH:6][CH:5]=[CH:4][CH:3]=1.CC1C=CC(S(OCC2OC(=O)N(CC3CCOCC3)C2)(=O)=[O:43])=CC=1.CC1C=CC(S(OCC2OC(=O)N(CC3C=CC(F)=CC=3)C2)(=O)=O)=CC=1. (2) Given the product [Br:45][C:41]1[CH:40]=[C:39]([S:36]([C:17]2([C:20]3[CH:21]=[CH:22][C:23]([C:26]([F:35])([C:27]([F:28])([F:29])[F:30])[C:31]([F:34])([F:33])[F:32])=[CH:24][CH:25]=3)[CH2:18][CH2:19][NH:15][CH2:16]2)(=[O:37])=[O:38])[CH:44]=[CH:43][CH:42]=1, predict the reactants needed to synthesize it. The reactants are: C(Cl)(=O)OC(Cl)C.C([N:15]1[CH2:19][CH2:18][C:17]([S:36]([C:39]2[CH:44]=[CH:43][CH:42]=[C:41]([Br:45])[CH:40]=2)(=[O:38])=[O:37])([C:20]2[CH:25]=[CH:24][C:23]([C:26]([F:35])([C:31]([F:34])([F:33])[F:32])[C:27]([F:30])([F:29])[F:28])=[CH:22][CH:21]=2)[CH2:16]1)C1C=CC=CC=1. (3) Given the product [Br:17][C:11]1[N:10]2[N:14]=[N:15][N:16]=[C:9]2[C:8]([N:5]2[CH2:4][CH2:3][N:2]([CH3:1])[CH2:7][CH2:6]2)=[N:13][CH:12]=1, predict the reactants needed to synthesize it. The reactants are: [CH3:1][N:2]1[CH2:7][CH2:6][N:5]([C:8]2[C:9]3[N:10]([N:14]=[N:15][N:16]=3)[CH:11]=[CH:12][N:13]=2)[CH2:4][CH2:3]1.[Br:17]N1C(=O)CCC1=O.O.C(N(CC)CC)C.